From a dataset of Peptide-MHC class II binding affinity with 134,281 pairs from IEDB. Regression. Given a peptide amino acid sequence and an MHC pseudo amino acid sequence, predict their binding affinity value. This is MHC class II binding data. (1) The peptide sequence is HFSNVFRSVMAPFTM. The MHC is HLA-DPA10201-DPB10101 with pseudo-sequence HLA-DPA10201-DPB10101. The binding affinity (normalized) is 0.257. (2) The peptide sequence is LVLAILCSPSKRNQT. The MHC is DRB1_0101 with pseudo-sequence DRB1_0101. The binding affinity (normalized) is 0.744. (3) The peptide sequence is MVGTILEMLGHRLDD. The MHC is DRB1_1101 with pseudo-sequence DRB1_1101. The binding affinity (normalized) is 0.326. (4) The peptide sequence is EKKYFAATQQEPLAA. The MHC is HLA-DPA10301-DPB10402 with pseudo-sequence HLA-DPA10301-DPB10402. The binding affinity (normalized) is 0.558.